Dataset: Kir2.1 potassium channel HTS with 301,493 compounds. Task: Binary Classification. Given a drug SMILES string, predict its activity (active/inactive) in a high-throughput screening assay against a specified biological target. (1) The molecule is S(=O)(=O)(N1CCN(CC1)c1ccc(OC)cc1)CCNC(=O)c1cc2OCOc2cc1. The result is 0 (inactive). (2) The drug is O1CCN(CC1)c1c(NC(=O)C)cc(cc1)c1nnc(OC)c2c1cccc2. The result is 0 (inactive). (3) The compound is Clc1cc(S(=O)(=O)N2CCN(CC2)C(=O)c2cccnc2)ccc1. The result is 0 (inactive). (4) The drug is S1CCn2c(=O)c(C(=O)N3CCCc4c3cccc4)cnc12. The result is 0 (inactive). (5) The compound is O1CCN(CC1)c1nc(N2CCOCC2)nc(n1)N\N=C\c1oc(cc1)C. The result is 0 (inactive).